From a dataset of Experimental lipophilicity measurements (octanol/water distribution) for 4,200 compounds from AstraZeneca. Regression/Classification. Given a drug SMILES string, predict its absorption, distribution, metabolism, or excretion properties. Task type varies by dataset: regression for continuous measurements (e.g., permeability, clearance, half-life) or binary classification for categorical outcomes (e.g., BBB penetration, CYP inhibition). For this dataset (lipophilicity_astrazeneca), we predict Y. The Y is 3.18 logD. The compound is C[C@H]1O[C@@H](n2cnc3c(N)nc(OC4CCCC4)nc32)[C@H](O)[C@H]1Cl.